From a dataset of Peptide-MHC class II binding affinity with 134,281 pairs from IEDB. Regression. Given a peptide amino acid sequence and an MHC pseudo amino acid sequence, predict their binding affinity value. This is MHC class II binding data. (1) The binding affinity (normalized) is 0.635. The peptide sequence is SGDLELSWNLNGLQAY. The MHC is DRB1_1302 with pseudo-sequence DRB1_1302. (2) The peptide sequence is MAGAGPAPMLAAAAG. The MHC is HLA-DPA10103-DPB10201 with pseudo-sequence HLA-DPA10103-DPB10201. The binding affinity (normalized) is 0. (3) The peptide sequence is SQDLEYSWNLNGLQAY. The MHC is DRB1_1302 with pseudo-sequence DRB1_1302. The binding affinity (normalized) is 0.419. (4) The peptide sequence is KSYVKSKLKLLKGSE. The MHC is DRB1_0404 with pseudo-sequence DRB1_0404. The binding affinity (normalized) is 0.273.